This data is from Retrosynthesis with 50K atom-mapped reactions and 10 reaction types from USPTO. The task is: Predict the reactants needed to synthesize the given product. (1) Given the product CC(C)S(=O)(=O)c1cccc(Oc2ccc(Cl)c(-c3ncnc4c(Cl)cccc34)c2)c1, predict the reactants needed to synthesize it. The reactants are: CC(C)S(=O)(=O)c1cccc(Br)c1.Oc1ccc(Cl)c(-c2ncnc3c(Cl)cccc23)c1. (2) Given the product CCOC(=O)C(=O)c1cc(NC(C)=O)c(F)cc1C, predict the reactants needed to synthesize it. The reactants are: CC(=O)Cl.CCOC(=O)C(=O)c1cc(N)c(F)cc1C. (3) Given the product CCOC(=O)c1cn(CC)c2nc(N3CCN(CCO)CC3)ncc2c1=O, predict the reactants needed to synthesize it. The reactants are: CCOC(=O)c1cn(CC)c2nc(Cl)ncc2c1=O.OCCN1CCNCC1. (4) Given the product CCc1nc(CN(C(=O)C2CCCc3c(OCc4ccccc4)cccc32)c2ccc(C(C)C)nc2)cs1, predict the reactants needed to synthesize it. The reactants are: CC(C)c1ccc(NC(=O)C2CCCc3c(OCc4ccccc4)cccc32)cn1.CCc1nc(CCl)cs1. (5) Given the product CCOC(=O)c1nn(-c2cccnc2)c(-c2ccccc2)c1C, predict the reactants needed to synthesize it. The reactants are: CCOC(=O)C(=O)C(C)C(=O)c1ccccc1.NNc1cccnc1. (6) Given the product C[C@H]1CC[C@H](C(=O)Nc2cc(Oc3ccc(C#N)cc3)cc(Oc3ccc(C#N)cc3)c2)CC1, predict the reactants needed to synthesize it. The reactants are: C[C@H]1CC[C@H](C(=O)O)CC1.N#Cc1ccc(Oc2cc(N)cc(Oc3ccc(C#N)cc3)c2)cc1. (7) Given the product N#CNc1ccc(Cl)c(Cl)c1, predict the reactants needed to synthesize it. The reactants are: N#CCl.Nc1ccc(Cl)c(Cl)c1. (8) Given the product O=c1[nH]c(COCCc2cc(F)ccc2F)nc2ncc(Cl)cc12, predict the reactants needed to synthesize it. The reactants are: N=C(COCCc1cc(F)ccc1F)NC(=O)c1cc(Cl)cnc1Cl. (9) Given the product O=C(NCC(F)(F)F)Nc1cccc(-c2cnc3cc(-c4cnn(C5CCN(C(=O)NCc6ccccc6)CC5)c4)cnn23)c1, predict the reactants needed to synthesize it. The reactants are: O=C(NCC(F)(F)F)Nc1cccc(-c2cnc3cc(-c4cnn(C5CCNCC5)c4)cnn23)c1.O=C=NCc1ccccc1.